Predict the reaction yield, written as a fraction of the theoretical maximum amount of product (1.0 means a 100% yield; for example, 0.34 means a 34% yield). From a dataset of Reaction yield outcomes from USPTO patents with 853,638 reactions. (1) The reactants are [Cl:1][C:2]1[C:3]([C:21]([F:24])([F:23])[F:22])=[CH:4][C:5]2[N:9]=[C:8]([CH2:10][CH3:11])[N:7]([C:12]3[CH:17]=[CH:16][C:15]([CH2:18]Cl)=[CH:14][N:13]=3)[C:6]=2[CH:20]=1.[C-:25]#[N:26].[K+]. The catalyst is CN(C=O)C.O. The product is [Cl:1][C:2]1[C:3]([C:21]([F:24])([F:23])[F:22])=[CH:4][C:5]2[N:9]=[C:8]([CH2:10][CH3:11])[N:7]([C:12]3[N:13]=[CH:14][C:15]([CH2:18][C:25]#[N:26])=[CH:16][CH:17]=3)[C:6]=2[CH:20]=1. The yield is 0.370. (2) The reactants are C([O:8][P:9]([CH2:19][C@@H:20]([CH2:25][C@H:26]([F:31])[C:27]([O:29]C)=[O:28])[C:21]([O:23]C)=[O:22])([O:11]CC1C=CC=CC=1)=[O:10])C1C=CC=CC=1. The catalyst is O.FC(F)(F)C(O)=O. The product is [F:31][C@@H:26]([CH2:25][C@H:20]([CH2:19][P:9]([OH:10])([OH:11])=[O:8])[C:21]([OH:23])=[O:22])[C:27]([OH:29])=[O:28]. The yield is 0.370. (3) The reactants are COC(C1[CH:14]=[C:13](O)[C:12]2[C:7](=[C:8](OCC3C=CC=CC=3)[CH:9]=[C:10](Br)[CH:11]=2)N=1)=O.[CH2:25]([O:32][C:33]([C:35]1[CH:44]=[CH:43][C:42]2[C:37](=[C:38]([O:46][CH2:47][C:48]3[CH:53]=[CH:52][CH:51]=[CH:50][CH:49]=3)[CH:39]=[CH:40][C:41]=2Br)[N:36]=1)=[O:34])[C:26]1[CH:31]=[CH:30][CH:29]=[CH:28][CH:27]=1. No catalyst specified. The product is [CH2:25]([O:32][C:33]([C:35]1[CH:44]=[CH:43][C:42]2[C:37](=[C:38]([O:46][CH2:47][C:48]3[CH:53]=[CH:52][CH:51]=[CH:50][CH:49]=3)[CH:39]=[CH:40][C:41]=2[C:14]#[C:13][C:12]2[CH:7]=[CH:8][CH:9]=[CH:10][CH:11]=2)[N:36]=1)=[O:34])[C:26]1[CH:31]=[CH:30][CH:29]=[CH:28][CH:27]=1. The yield is 0.680. (4) The reactants are [NH2:1][C:2]1[C:11]2[C:6](=[C:7](I)[C:8]([Cl:12])=[CH:9][CH:10]=2)[N:5]=[N:4][C:3]=1[C:14]([NH:16][CH2:17][CH2:18][CH3:19])=[O:15].[CH3:20][C:21]1[CH:26]=[CH:25][C:24]([CH3:27])=[CH:23][C:22]=1B(O)O. No catalyst specified. The product is [NH2:1][C:2]1[C:11]2[C:6](=[C:7]([C:22]3[CH:23]=[C:24]([CH3:27])[CH:25]=[CH:26][C:21]=3[CH3:20])[C:8]([Cl:12])=[CH:9][CH:10]=2)[N:5]=[N:4][C:3]=1[C:14]([NH:16][CH2:17][CH2:18][CH3:19])=[O:15]. The yield is 0.450.